The task is: Predict the product of the given reaction.. This data is from Forward reaction prediction with 1.9M reactions from USPTO patents (1976-2016). Given the reactants [CH3:1][C:2]1[N:3]([CH2:25][C:26]([O:28]CC)=[O:27])[C:4]([CH3:24])=[CH:5][C:6]=1[C:7](=[O:23])[C:8]1[CH:13]=[CH:12][CH:11]=[CH:10][C:9]=1[S:14]([N:17]1[CH2:22][CH2:21][O:20][CH2:19][CH2:18]1)(=[O:16])=[O:15].[OH-].[Na+], predict the reaction product. The product is: [CH3:1][C:2]1[N:3]([CH2:25][C:26]([OH:28])=[O:27])[C:4]([CH3:24])=[CH:5][C:6]=1[C:7](=[O:23])[C:8]1[CH:13]=[CH:12][CH:11]=[CH:10][C:9]=1[S:14]([N:17]1[CH2:22][CH2:21][O:20][CH2:19][CH2:18]1)(=[O:16])=[O:15].